The task is: Predict the product of the given reaction.. This data is from Forward reaction prediction with 1.9M reactions from USPTO patents (1976-2016). (1) Given the reactants F[C:2]1[C:11]([O:12][CH3:13])=[C:10]2[C:5]([C:6](=[O:21])[C:7]([C:18]([OH:20])=[O:19])=[CH:8][N:9]2[C@@H:14]2[CH2:16][C@@H:15]2[F:17])=[CH:4][CH:3]=1.[C:22]([O:26][C:27]([NH:29][C:30]1([C@@H:34]2[CH2:38][CH2:37][NH:36][CH2:35]2)[CH2:33][CH2:32][CH2:31]1)=[O:28])([CH3:25])([CH3:24])[CH3:23].C(N(CC)CC)C, predict the reaction product. The product is: [C:22]([O:26][C:27]([NH:29][C:30]1([C@@H:34]2[CH2:38][CH2:37][N:36]([C:2]3[C:11]([O:12][CH3:13])=[C:10]4[C:5]([C:6](=[O:21])[C:7]([C:18]([OH:20])=[O:19])=[CH:8][N:9]4[C@@H:14]4[CH2:16][C@@H:15]4[F:17])=[CH:4][CH:3]=3)[CH2:35]2)[CH2:31][CH2:32][CH2:33]1)=[O:28])([CH3:25])([CH3:23])[CH3:24]. (2) Given the reactants [CH:1]([N:4]1[CH2:9][CH2:8][CH:7]([C:10]([NH:12][OH:13])=[NH:11])[CH2:6][CH2:5]1)([CH3:3])[CH3:2].[CH2:14]([C:18]1[CH:26]=[CH:25][C:21]([C:22]([Cl:24])=O)=[CH:20][CH:19]=1)[CH2:15][CH2:16][CH3:17], predict the reaction product. The product is: [ClH:24].[CH:1]([N:4]1[CH2:9][CH2:8][CH:7]([C:10]2[N:11]=[C:22]([C:21]3[CH:25]=[CH:26][C:18]([CH2:14][CH2:15][CH2:16][CH3:17])=[CH:19][CH:20]=3)[O:13][N:12]=2)[CH2:6][CH2:5]1)([CH3:3])[CH3:2]. (3) Given the reactants [F:1][C:2]1[CH:3]=[CH:4][C:5]([N:8]2[CH2:13][CH2:12][CH:11]([NH:14]C(=O)OC(C)(C)C)[CH2:10][CH2:9]2)=[N:6][CH:7]=1.C1COCC1.CO.[ClH:29], predict the reaction product. The product is: [ClH:29].[ClH:29].[F:1][C:2]1[CH:3]=[CH:4][C:5]([N:8]2[CH2:13][CH2:12][CH:11]([NH2:14])[CH2:10][CH2:9]2)=[N:6][CH:7]=1. (4) Given the reactants [Br:1][C:2]1[CH:3]=[C:4]2[C:9](=[CH:10][CH:11]=1)[N:8]=[C:7]([CH2:12][NH:13][C:14](=O)[CH3:15])[CH:6]=[CH:5]2, predict the reaction product. The product is: [Br:1][C:2]1[CH:3]=[C:4]2[C:9](=[CH:10][CH:11]=1)[N:8]1[C:14]([CH3:15])=[N:13][CH:12]=[C:7]1[CH:6]=[CH:5]2. (5) Given the reactants [F:1][C:2]1[C:3]([OH:10])=[C:4]([CH:7]=[CH:8][CH:9]=1)[CH:5]=[O:6].C(Cl)Cl.N1C=CC=CC=1.[N:20]1([C:26](Cl)=[O:27])[CH2:25][CH2:24][O:23][CH2:22][CH2:21]1, predict the reaction product. The product is: [N:20]1([C:26]([O:10][C:3]2[C:4]([CH:5]=[O:6])=[CH:7][CH:8]=[CH:9][C:2]=2[F:1])=[O:27])[CH2:25][CH2:24][O:23][CH2:22][CH2:21]1.